This data is from Catalyst prediction with 721,799 reactions and 888 catalyst types from USPTO. The task is: Predict which catalyst facilitates the given reaction. (1) Reactant: Cl[C:2]1[N:7]=[C:6]([NH:8][CH2:9][C:10]([O-])=[O:11])[C:5]([N+:13]([O-])=O)=[CH:4][N:3]=1. Product: [N:7]1[C:6]2[NH:8][CH2:9][C:10](=[O:11])[NH:13][C:5]=2[CH:4]=[N:3][CH:2]=1. The catalyst class is: 178. (2) Reactant: [Br:1][C:2]1[CH:9]=[CH:8][C:5]([CH:6]=O)=[C:4]([C:10]([F:13])([F:12])[F:11])[CH:3]=1.[BH4-].[Na+].C(Br)(Br)(Br)[Br:17].C1(P(C2C=CC=CC=2)C2C=CC=CC=2)C=CC=CC=1. Product: [Br:1][C:2]1[CH:9]=[CH:8][C:5]([CH2:6][Br:17])=[C:4]([C:10]([F:13])([F:12])[F:11])[CH:3]=1. The catalyst class is: 370. (3) Product: [CH2:1]([O:3][C:4]([C:6]1[CH:7]=[N:8][N:9]([C:11]2[N:15]([CH2:16][O:17][CH2:18][CH2:19][O:20][CH3:21])[C:14]3[CH:22]=[C:23]([Cl:31])[C:24]([NH:26][C:27](=[O:30])[CH2:28][N:32]4[CH2:37][CH2:36][O:35][CH2:34][CH2:33]4)=[CH:25][C:13]=3[N:12]=2)[CH:10]=1)=[O:5])[CH3:2]. The catalyst class is: 4. Reactant: [CH2:1]([O:3][C:4]([C:6]1[CH:7]=[N:8][N:9]([C:11]2[N:15]([CH2:16][O:17][CH2:18][CH2:19][O:20][CH3:21])[C:14]3[CH:22]=[C:23]([Cl:31])[C:24]([NH:26][C:27](=[O:30])[CH2:28]Br)=[CH:25][C:13]=3[N:12]=2)[CH:10]=1)=[O:5])[CH3:2].[NH:32]1[CH2:37][CH2:36][O:35][CH2:34][CH2:33]1. (4) Reactant: [CH3:1][C:2]1[N:7]=[C:6]([C:8]#[N:9])[CH:5]=[CH:4][CH:3]=1.[NH2:10][OH:11]. Product: [OH:11][N:10]=[C:8]([NH2:9])[C:6]1[CH:5]=[CH:4][CH:3]=[C:2]([CH3:1])[N:7]=1. The catalyst class is: 14. (5) Reactant: C(P(C(C)(C)C)C1C=CC=CC=1C1C=CC=CC=1)(C)(C)C.CC(C)([O-])C.[Na+].Br[C:29]1[CH:72]=[CH:71][C:32]([CH2:33][O:34][CH:35]2[CH:40]([C:41]3[CH:46]=[CH:45][C:44]([O:47][CH2:48][CH2:49][CH2:50][O:51][CH2:52][C:53]4[CH:58]=[CH:57][CH:56]=[CH:55][C:54]=4[O:59][CH3:60])=[CH:43][CH:42]=3)[CH2:39][CH2:38][N:37]([C:61]([O:63][CH2:64][C:65]3[CH:70]=[CH:69][CH:68]=[CH:67][CH:66]=3)=[O:62])[CH2:36]2)=[CH:31][C:30]=1[O:73][CH2:74][CH2:75][CH2:76][O:77][CH3:78].[NH:79]1[CH2:83][CH2:82][CH2:81][CH2:80]1. Product: [CH3:60][O:59][C:54]1[CH:55]=[CH:56][CH:57]=[CH:58][C:53]=1[CH2:52][O:51][CH2:50][CH2:49][CH2:48][O:47][C:44]1[CH:45]=[CH:46][C:41]([CH:40]2[CH2:39][CH2:38][N:37]([C:61]([O:63][CH2:64][C:65]3[CH:70]=[CH:69][CH:68]=[CH:67][CH:66]=3)=[O:62])[CH2:36][CH:35]2[O:34][CH2:33][C:32]2[CH:71]=[CH:72][C:29]([N:79]3[CH2:83][CH2:82][CH2:81][CH2:80]3)=[C:30]([O:73][CH2:74][CH2:75][CH2:76][O:77][CH3:78])[CH:31]=2)=[CH:42][CH:43]=1. The catalyst class is: 164. (6) Reactant: Br[C:2]1[N:7]=[C:6]([CH3:8])[CH:5]=[CH:4][N:3]=1.[C:9]([N:12]1[C:21]2[C:16](=[CH:17][C:18]([C:22]([NH:24][CH3:25])=[O:23])=[CH:19][CH:20]=2)[CH:15]([NH2:26])[CH:14]([CH3:27])[CH:13]1[CH:28]1[CH2:30][CH2:29]1)(=[O:11])[CH3:10].CC(C)([O-])C.[Na+].CN(C1C(C2C(P(C3CCCCC3)C3CCCCC3)=CC=CC=2)=CC=CC=1)C. Product: [C:9]([N:12]1[C:21]2[C:16](=[CH:17][C:18]([C:22]([NH:24][CH3:25])=[O:23])=[CH:19][CH:20]=2)[CH:15]([NH:26][C:2]2[N:7]=[C:6]([CH3:8])[CH:5]=[CH:4][N:3]=2)[CH:14]([CH3:27])[CH:13]1[CH:28]1[CH2:29][CH2:30]1)(=[O:11])[CH3:10]. The catalyst class is: 62. (7) Product: [O:32]=[C:26]1[CH:25]([N:18]2[C:17](=[O:33])[C:16]3[C:20](=[CH:21][CH:22]=[CH:23][C:15]=3[CH2:14][NH:13][C:39]([C:35]3[O:34][CH:38]=[CH:37][CH:36]=3)=[O:40])[C:19]2=[O:24])[CH2:30][CH2:29][C:28](=[O:31])[NH:27]1. The catalyst class is: 23. Reactant: N12CCCN=C1CCCCC2.Cl.[NH2:13][CH2:14][C:15]1[CH:23]=[CH:22][CH:21]=[C:20]2[C:16]=1[C:17](=[O:33])[N:18]([CH:25]1[CH2:30][CH2:29][C:28](=[O:31])[NH:27][C:26]1=[O:32])[C:19]2=[O:24].[O:34]1[CH:38]=[CH:37][CH:36]=[C:35]1[C:39](Cl)=[O:40]. (8) Reactant: C(OC([NH:11][C:12]1[C:13]([C:28]([NH:30][C:31]2[CH:32]=[N:33][CH:34]=[CH:35][C:36]=2[N:37]2[CH2:42][C@H:41]([CH3:43])[C@H:40]([NH:44][C:45](=[O:48])[O:46][CH3:47])[C@H:39]([NH:49]C(=O)OC(C)(C)C)[CH2:38]2)=[O:29])=[N:14][C:15]2[C:20]([CH:21]=1)=[CH:19][CH:18]=[C:17]([N:22]1[CH2:27][CH2:26][O:25][CH2:24][CH2:23]1)[CH:16]=2)=O)C1C=CC=CC=1. Product: [NH2:49][C@H:39]1[C@@H:40]([NH:44][C:45](=[O:48])[O:46][CH3:47])[C@@H:41]([CH3:43])[CH2:42][N:37]([C:36]2[CH:35]=[CH:34][N:33]=[CH:32][C:31]=2[NH:30][C:28]([C:13]2[C:12]([NH2:11])=[CH:21][C:20]3[C:15](=[CH:16][C:17]([N:22]4[CH2:23][CH2:24][O:25][CH2:26][CH2:27]4)=[CH:18][CH:19]=3)[N:14]=2)=[O:29])[CH2:38]1. The catalyst class is: 403. (9) Reactant: [CH2:1]1[CH2:15][O:14][C:3]([C:8]2[CH:13]=[CH:12][CH:11]=[CH:10][CH:9]=2)([CH2:4][CH2:5][CH2:6][NH2:7])[O:2]1.[CH:16]([C:18]1[CH:19]=[C:20]([CH:32]=[CH:33][CH:34]=1)[O:21][CH:22]([CH2:30][CH3:31])[C:23]([O:25][C:26]([CH3:29])([CH3:28])[CH3:27])=[O:24])=O.C(O[BH-](OC(=O)C)OC(=O)C)(=O)C.[Na+].C(=O)([O-])O.[Na+]. Product: [CH2:15]1[CH2:1][O:2][C:3]([C:8]2[CH:9]=[CH:10][CH:11]=[CH:12][CH:13]=2)([CH2:4][CH2:5][CH2:6][NH:7][CH2:16][C:18]2[CH:19]=[C:20]([CH:32]=[CH:33][CH:34]=2)[O:21][CH:22]([CH2:30][CH3:31])[C:23]([O:25][C:26]([CH3:27])([CH3:28])[CH3:29])=[O:24])[O:14]1. The catalyst class is: 22. (10) Reactant: [NH2:1][C:2]1[C:7]([Cl:8])=[CH:6][N:5]=[CH:4][C:3]=1[Cl:9].[H-].[Na+].[Br:12][C:13]1[CH:14]=[C:15]([CH:19]=[CH:20][CH:21]=1)[C:16](Cl)=[O:17]. Product: [Br:12][C:13]1[CH:14]=[C:15]([CH:19]=[CH:20][CH:21]=1)[C:16]([NH:1][C:2]1[C:7]([Cl:8])=[CH:6][N:5]=[CH:4][C:3]=1[Cl:9])=[O:17]. The catalyst class is: 20.